Task: Predict the reactants needed to synthesize the given product.. Dataset: Full USPTO retrosynthesis dataset with 1.9M reactions from patents (1976-2016) (1) Given the product [Cl:19][C:5]1[C:4]([C:9]2[CH:14]=[CH:13][C:12]([S:15][CH3:16])=[CH:11][CH:10]=2)=[CH:3][C:2]([Cl:1])=[CH:7][N:6]=1, predict the reactants needed to synthesize it. The reactants are: [Cl:1][C:2]1[CH:3]=[C:4]([C:9]2[CH:14]=[CH:13][C:12]([S:15][CH3:16])=[CH:11][CH:10]=2)[C:5](O)=[N:6][CH:7]=1.O=P(Cl)(Cl)[Cl:19]. (2) Given the product [F:46][C:44]([F:45])([F:47])[C:36]1[CH:35]=[C:34]([CH:39]=[CH:38][C:37]=1[C:40]([F:42])([F:41])[F:43])[CH2:33][O:32][C:28]1[CH:27]=[C:26]2[C:31](=[CH:30][CH:29]=1)[N:23]([C:21](=[O:22])[CH2:20][N:12]([CH2:11][CH2:10][C:9]([OH:48])=[O:8])[C:13]([O:15][C:16]([CH3:17])([CH3:19])[CH3:18])=[O:14])[CH2:24][CH2:25]2, predict the reactants needed to synthesize it. The reactants are: C1COCC1.C([O:8][C:9](=[O:48])[CH2:10][CH2:11][N:12]([CH2:20][C:21]([N:23]1[C:31]2[C:26](=[CH:27][C:28]([O:32][CH2:33][C:34]3[CH:39]=[CH:38][C:37]([C:40]([F:43])([F:42])[F:41])=[C:36]([C:44]([F:47])([F:46])[F:45])[CH:35]=3)=[CH:29][CH:30]=2)[CH2:25][CH2:24]1)=[O:22])[C:13]([O:15][C:16]([CH3:19])([CH3:18])[CH3:17])=[O:14])C.[OH-].[Na+].Cl. (3) Given the product [CH2:1]([N:8]1[C:16]2[C:11](=[CH:12][C:13]([N+:17]([O-:19])=[O:18])=[CH:14][CH:15]=2)[C:10]([C:31]2[CH:30]=[C:29]3[C:34](=[CH:33][CH:32]=2)[NH:26][CH:27]=[CH:28]3)=[C:9]1[C:21]([O:23][CH2:24][CH3:25])=[O:22])[C:2]1[CH:7]=[CH:6][CH:5]=[CH:4][CH:3]=1, predict the reactants needed to synthesize it. The reactants are: [CH2:1]([N:8]1[C:16]2[C:11](=[CH:12][C:13]([N+:17]([O-:19])=[O:18])=[CH:14][CH:15]=2)[C:10](Br)=[C:9]1[C:21]([O:23][CH2:24][CH3:25])=[O:22])[C:2]1[CH:7]=[CH:6][CH:5]=[CH:4][CH:3]=1.[NH:26]1[C:34]2[C:29](=[CH:30][C:31](B(O)O)=[CH:32][CH:33]=2)[CH:28]=[CH:27]1. (4) Given the product [Cl:1][C:2]1[CH:3]=[N:4][CH:5]=[C:6]([O:8][C:9]2[CH:14]=[CH:13][C:12]([NH:15][S:28]([C:25]3[CH:24]=[CH:23][C:22]([S:21][CH3:20])=[CH:27][CH:26]=3)(=[O:29])=[O:30])=[CH:11][C:10]=2[C:16]([F:17])([F:19])[F:18])[CH:7]=1, predict the reactants needed to synthesize it. The reactants are: [Cl:1][C:2]1[CH:3]=[N:4][CH:5]=[C:6]([O:8][C:9]2[CH:14]=[CH:13][C:12]([NH2:15])=[CH:11][C:10]=2[C:16]([F:19])([F:18])[F:17])[CH:7]=1.[CH3:20][S:21][C:22]1[CH:27]=[CH:26][C:25]([S:28](Cl)(=[O:30])=[O:29])=[CH:24][CH:23]=1. (5) Given the product [CH2:34]([O:31][CH:15]([C:16]1[S:17][C:18]([C:21]2[CH:22]=[CH:23][C:24]([C:27]([F:30])([F:29])[F:28])=[CH:25][CH:26]=2)=[CH:19][CH:20]=1)[CH2:14][CH2:13][C:11]1[CH:10]=[CH:9][C:3]([O:4][CH2:5][C:6]([OH:8])=[O:7])=[C:2]([F:1])[CH:12]=1)[C:35]1[CH:40]=[CH:39][CH:38]=[CH:37][CH:36]=1, predict the reactants needed to synthesize it. The reactants are: [F:1][C:2]1[CH:12]=[C:11]([CH2:13][CH2:14][CH:15]([OH:31])[C:16]2[S:17][C:18]([C:21]3[CH:26]=[CH:25][C:24]([C:27]([F:30])([F:29])[F:28])=[CH:23][CH:22]=3)=[CH:19][CH:20]=2)[CH:10]=[CH:9][C:3]=1[O:4][CH2:5][C:6]([OH:8])=[O:7].[H-].[Na+].[CH2:34](Br)[C:35]1[CH:40]=[CH:39][CH:38]=[CH:37][CH:36]=1. (6) Given the product [CH2:1]([O:9][C:10]([C@:12]1([NH:17][C:24]([C:22]2[S:23][C:19]([Cl:18])=[CH:20][CH:21]=2)=[O:25])[CH2:16][CH2:15][O:14][CH2:13]1)=[O:11])[CH2:2][C:3]1[CH:4]=[CH:5][CH:6]=[CH:7][CH:8]=1, predict the reactants needed to synthesize it. The reactants are: [CH2:1]([O:9][C:10]([C@:12]1([NH2:17])[CH2:16][CH2:15][O:14][CH2:13]1)=[O:11])[CH2:2][C:3]1[CH:8]=[CH:7][CH:6]=[CH:5][CH:4]=1.[Cl:18][C:19]1[S:23][C:22]([C:24](O)=[O:25])=[CH:21][CH:20]=1.C1C=CC2N(O)N=NC=2C=1.CCN=C=NCCCN(C)C.Cl.